Predict the reaction yield, written as a fraction of the theoretical maximum amount of product (1.0 means a 100% yield; for example, 0.34 means a 34% yield). From a dataset of Reaction yield outcomes from USPTO patents with 853,638 reactions. (1) The reactants are Br[C:2]1[CH:3]=[N:4][C:5]2[C:10]([CH:11]=1)=[CH:9][CH:8]=[CH:7][CH:6]=2.CNCCNC.[I-:18].[Na+].O. The catalyst is O1CCOCC1. The product is [I:18][C:2]1[CH:3]=[N:4][C:5]2[C:10]([CH:11]=1)=[CH:9][CH:8]=[CH:7][CH:6]=2. The yield is 0.870. (2) The reactants are Br[CH2:2][C:3]1[C:4]([CH3:9])=[N:5][O:6][C:7]=1[CH3:8].[CH3:10][C:11]1[N:16]=[C:15]([SH:17])[N:14]=[C:13]([OH:18])[CH:12]=1.C(N(CC)CC)C. The catalyst is C(O)C. The product is [CH3:9][C:4]1[C:3]([CH2:2][S:17][C:15]2[N:14]=[C:13]([OH:18])[CH:12]=[C:11]([CH3:10])[N:16]=2)=[C:7]([CH3:8])[O:6][N:5]=1. The yield is 0.720. (3) The reactants are [C:1]([C:3]1[CH:4]=[C:5]2[N:11]=[CH:10][N:9]([C:12]3[CH:13]=[C:14]([NH:26][C:27](=[O:29])[CH3:28])[CH:15]=[C:16]([C:18]4[CH:23]=[CH:22][C:21]([F:24])=[CH:20][C:19]=4[F:25])[CH:17]=3)[C:6]2=[N:7][CH:8]=1)#[CH:2].[N:30]([CH:33]1[CH2:38][CH2:37][O:36][CH2:35][CH2:34]1)=[N+:31]=[N-:32]. The catalyst is CN(C=O)C.[Cu](I)I. The product is [F:25][C:19]1[CH:20]=[C:21]([F:24])[CH:22]=[CH:23][C:18]=1[C:16]1[CH:17]=[C:12]([N:9]2[C:6]3=[N:7][CH:8]=[C:3]([C:1]4[N:32]=[N:31][N:30]([CH:33]5[CH2:38][CH2:37][O:36][CH2:35][CH2:34]5)[CH:2]=4)[CH:4]=[C:5]3[N:11]=[CH:10]2)[CH:13]=[C:14]([NH:26][C:27](=[O:29])[CH3:28])[CH:15]=1. The yield is 0.450. (4) The reactants are [C:1]([C:3]1[CH:8]=[CH:7][C:6]([N:9]([CH2:14][CH:15]2[CH2:17][CH2:16]2)[CH2:10][C:11]([OH:13])=O)=[CH:5][C:4]=1[C:18]([F:21])([F:20])[F:19])#[N:2].[NH:22]=[C:23]=N.CN. The catalyst is C(Cl)Cl. The product is [C:1]([C:3]1[CH:8]=[CH:7][C:6]([N:9]([CH2:14][CH:15]2[CH2:17][CH2:16]2)[CH2:10][C:11]([NH:22][CH3:23])=[O:13])=[CH:5][C:4]=1[C:18]([F:21])([F:20])[F:19])#[N:2]. The yield is 0.230. (5) The reactants are [OH:1][C:2]1[CH:10]=[CH:9][C:8]2[N:7]3[C@@H:11]([CH3:16])[CH2:12][NH:13][C:14](=[O:15])[C:6]3=[CH:5][C:4]=2[CH:3]=1.[CH:17]([N:20]1[CH2:25][CH2:24][CH:23](O)[CH2:22][CH2:21]1)([CH3:19])[CH3:18].C1(P(C2C=CC=CC=2)C2C=CC=CC=2)C=CC=CC=1.C(OC(N=NC(OC(C)(C)C)=O)=O)(C)(C)C. No catalyst specified. The product is [CH:17]([N:20]1[CH2:25][CH2:24][CH:23]([O:1][C:2]2[CH:10]=[CH:9][C:8]3[N:7]4[C@@H:11]([CH3:16])[CH2:12][NH:13][C:14](=[O:15])[C:6]4=[CH:5][C:4]=3[CH:3]=2)[CH2:22][CH2:21]1)([CH3:19])[CH3:18]. The yield is 0.520. (6) The reactants are [Br-].[OH:2][C:3]1[CH:28]=[CH:27][C:26]([I:29])=[CH:25][C:4]=1[CH2:5][P+](C1C=CC=CC=1)(C1C=CC=CC=1)C1C=CC=CC=1.[F:30][C:31]1[CH:39]=[CH:38][C:34]([C:35](Cl)=O)=[CH:33][CH:32]=1.C(N(CC)CC)C. The catalyst is C1(C)C=CC=CC=1. The product is [F:30][C:31]1[CH:39]=[CH:38][C:34]([C:35]2[O:2][C:3]3[CH:28]=[CH:27][C:26]([I:29])=[CH:25][C:4]=3[CH:5]=2)=[CH:33][CH:32]=1. The yield is 0.300. (7) The reactants are [C:1]([O:9][CH2:10][CH3:11])(=[O:8])[CH2:2][C:3]([O:5][CH2:6][CH3:7])=[O:4].C[Si]([N-][Si](C)(C)C)(C)C.[Na+].CS(O[CH2:27][C@@H:28]1[C:36]2[C:31](=[CH:32][CH:33]=[CH:34][CH:35]=2)[CH2:30][C@H:29]1[NH:37][C:38]([C:40]1[NH:44][C:43]2[S:45][C:46]([Cl:48])=[CH:47][C:42]=2[CH:41]=1)=[O:39])(=O)=O.[Cl-].[NH4+]. The catalyst is C1COCC1. The product is [Cl:48][C:46]1[S:45][C:43]2[NH:44][C:40]([C:38]([NH:37][C@@H:29]3[CH2:30][C:31]4[C:36](=[CH:35][CH:34]=[CH:33][CH:32]=4)[C@H:28]3[CH2:27][CH:2]([C:3]([O:5][CH2:6][CH3:7])=[O:4])[C:1]([O:9][CH2:10][CH3:11])=[O:8])=[O:39])=[CH:41][C:42]=2[CH:47]=1. The yield is 0.510. (8) The reactants are [Cl:1][C:2]1[CH:3]=[C:4]2[CH:10]=[CH:9][NH:8][C:5]2=[N:6][CH:7]=1.[H-].[Na+].Cl[C:14]1[N:18]([CH3:19])[N:17]=[C:16]([C:20]([F:23])([F:22])[F:21])[C:15]=1[CH:24]=[O:25].O. The catalyst is CN(C)C=O. The product is [Cl:1][C:2]1[CH:3]=[C:4]2[CH:10]=[CH:9][N:8]([C:14]3[N:18]([CH3:19])[N:17]=[C:16]([C:20]([F:22])([F:21])[F:23])[C:15]=3[CH:24]=[O:25])[C:5]2=[N:6][CH:7]=1. The yield is 0.730.